This data is from Retrosynthesis with 50K atom-mapped reactions and 10 reaction types from USPTO. The task is: Predict the reactants needed to synthesize the given product. (1) Given the product OCC=Cc1ccc(-c2ccc(F)cc2)nc1, predict the reactants needed to synthesize it. The reactants are: COC(=O)C=Cc1ccc(-c2ccc(F)cc2)nc1. (2) Given the product COc1ccc2c(c1)CCC(c1c(C)cccc1[N+](=O)[O-])=C2, predict the reactants needed to synthesize it. The reactants are: COc1ccc2c(c1)CCC(Br)=C2.Cc1cccc([N+](=O)[O-])c1Br.